This data is from Forward reaction prediction with 1.9M reactions from USPTO patents (1976-2016). The task is: Predict the product of the given reaction. (1) Given the reactants [OH:1][CH:2]([C:32]1[CH:37]=[CH:36][C:35]([OH:38])=[CH:34][CH:33]=1)[CH:3]([NH:18][C:19]([C:21]1[CH:22]=[CH:23][CH:24]=[C:25]2[CH2:31][CH2:30][CH2:29][CH:28]=[CH:27][C:26]=12)=[O:20])[CH2:4][C:5]1[CH:10]=[CH:9][CH:8]=[C:7]([O:11][C:12]([F:17])([F:16])[CH:13]([F:15])[F:14])[CH:6]=1.C(=O)([O-])[O-].[K+].[K+].I[CH:46]([CH3:48])[CH3:47], predict the reaction product. The product is: [OH:1][CH:2]([C:32]1[CH:37]=[CH:36][C:35]([O:38][CH:46]([CH3:48])[CH3:47])=[CH:34][CH:33]=1)[CH:3]([NH:18][C:19]([C:21]1[CH:22]=[CH:23][CH:24]=[C:25]2[CH2:31][CH2:30][CH2:29][CH:28]=[CH:27][C:26]=12)=[O:20])[CH2:4][C:5]1[CH:10]=[CH:9][CH:8]=[C:7]([O:11][C:12]([F:16])([F:17])[CH:13]([F:15])[F:14])[CH:6]=1. (2) Given the reactants [CH3:1][O:2][C:3]1[CH:4]=[C:5]([CH:7]=[C:8]([N+:10]([O-:12])=[O:11])[CH:9]=1)N.[CH3:13]O.C=O.[C:17]([BH3-])#[N:18].[Na+], predict the reaction product. The product is: [CH3:13][N:18]([CH3:17])[C:5]1[CH:7]=[C:8]([N+:10]([O-:12])=[O:11])[CH:9]=[C:3]([O:2][CH3:1])[CH:4]=1. (3) Given the reactants [O:1]1[C:8]2[CH:7]=[C:6]([C:9]([O:11][CH2:12][CH3:13])=[O:10])[NH:5][C:4]=2[CH:3]=[CH:2]1.[Na+].[I-].[C:16]([O:19][CH2:20]Cl)(=[O:18])[CH3:17].C1CCN2C(=NCCC2)CC1, predict the reaction product. The product is: [C:16]([O:19][CH2:20][N:5]1[C:6]([C:9]([O:11][CH2:12][CH3:13])=[O:10])=[CH:7][C:8]2[O:1][CH:2]=[CH:3][C:4]1=2)(=[O:18])[CH3:17]. (4) The product is: [CH3:15][C:8]1[C:9]([S:11]([CH3:14])(=[O:13])=[O:12])=[CH:10][C:5]([NH:4][CH:30]2[CH2:29][CH2:28][N:27]([C@H:24]3[CH2:25][CH2:26][C@H:21]([O:20][CH2:17][CH2:18][CH3:19])[CH2:22][CH2:23]3)[CH2:32][CH2:31]2)=[C:6]([OH:16])[CH:7]=1. Given the reactants C([BH3-])#N.[NH2:4][C:5]1[CH:10]=[C:9]([S:11]([CH3:14])(=[O:13])=[O:12])[C:8]([CH3:15])=[CH:7][C:6]=1[OH:16].[CH2:17]([O:20][C@H:21]1[CH2:26][CH2:25][C@H:24]([N:27]2[CH2:32][CH2:31][C:30](=O)[CH2:29][CH2:28]2)[CH2:23][CH2:22]1)[CH2:18][CH3:19].C(O)(=O)C, predict the reaction product. (5) The product is: [N+:1]([C:4]1[CH:9]=[C:8]([CH2:10][OH:11])[CH:7]=[CH:6][C:5]=1[C:13]1[CH:14]=[CH:15][CH:16]=[CH:17][CH:18]=1)([O-:3])=[O:2]. Given the reactants [N+:1]([C:4]1[CH:9]=[C:8]([C:10](O)=[O:11])[CH:7]=[CH:6][C:5]=1[C:13]1[CH:18]=[CH:17][CH:16]=[CH:15][CH:14]=1)([O-:3])=[O:2].C(Cl)(=O)OCC.B.[Na].Cl, predict the reaction product. (6) Given the reactants [CH3:1][C:2]1([C:5]([OH:7])=O)[CH2:4][CH2:3]1.C(Cl)(=O)C(Cl)=O.CS([O-])(=O)=O.[O:19]=[C:20]1[C@@H:25]2[CH2:26][C@@H:22]([CH2:23][NH2+:24]2)[O:21]1.C(N(CC)CC)C.C(O)(=O)CC(CC(O)=O)(C(O)=O)O, predict the reaction product. The product is: [CH3:1][C:2]1([C:5]([N:24]2[CH2:23][C@@H:22]3[CH2:26][C@H:25]2[C:20](=[O:19])[O:21]3)=[O:7])[CH2:4][CH2:3]1. (7) Given the reactants O[CH2:2][C@@H:3]([NH2:8])[CH2:4][CH:5]([CH3:7])[CH3:6].COC(=O)[C@H](CC(C)C)N.OCCN.[Cl:23][C:24]1[C:29]([Cl:30])=[CH:28][CH:27]=[CH:26][C:25]=1[N:31]=[C:32]=[S:33], predict the reaction product. The product is: [Cl:23][C:24]1[C:29]([Cl:30])=[CH:28][CH:27]=[CH:26][C:25]=1[N:31]=[C:32]1[NH:8][C@@H:3]([CH2:4][CH:5]([CH3:7])[CH3:6])[CH2:2][S:33]1.